This data is from Full USPTO retrosynthesis dataset with 1.9M reactions from patents (1976-2016). The task is: Predict the reactants needed to synthesize the given product. (1) The reactants are: [C:1]1([CH3:11])[CH:6]=[CH:5][CH:4]=[CH:3][C:2]=1[CH2:7][C:8]([OH:10])=O.Cl.CN(C)CCCN=C=NCC.O.OC1C2N=NNC=2C=CC=1.[NH2:35][C:36]1[CH:37]=[C:38]2[C:42](=[CH:43][CH:44]=1)[NH:41][N:40]=[C:39]2[C:45]1[NH:46][C:47]2[C:48]([N:61]=1)=[CH:49][C:50]1[C:51]([CH3:60])([CH3:59])[C:52](=[O:58])[N:53]([CH2:56][CH3:57])[C:54]=1[CH:55]=2. Given the product [CH2:56]([N:53]1[C:54]2[CH:55]=[C:47]3[N:46]=[C:45]([C:39]4[C:38]5[C:42](=[CH:43][CH:44]=[C:36]([NH:35][C:8](=[O:10])[CH2:7][C:2]6[CH:3]=[CH:4][CH:5]=[CH:6][C:1]=6[CH3:11])[CH:37]=5)[NH:41][N:40]=4)[NH:61][C:48]3=[CH:49][C:50]=2[C:51]([CH3:60])([CH3:59])[C:52]1=[O:58])[CH3:57], predict the reactants needed to synthesize it. (2) Given the product [CH2:14]([NH:11][C:12]([N:1]1[C:5]2=[N:6][CH:7]=[CH:8][C:9]([CH3:20])=[C:4]2[NH:3][C:2]1=[O:10])=[O:13])[CH2:15][CH2:16][CH2:17][CH2:18][CH3:19], predict the reactants needed to synthesize it. The reactants are: [NH:1]1[C:9]2[CH:8]=[CH:7][N:6]=[CH:5][C:4]=2[NH:3][C:2]1=[O:10].[N:11]([CH2:14][CH2:15][CH2:16][CH2:17][CH2:18][CH3:19])=[C:12]=[O:13].[C:20]1(C)C=CC=CC=1. (3) Given the product [CH3:1][O:2][C:3]1[CH:4]=[CH:5][C:6]([CH2:7][N:8]2[C:12]([C:13]3[C:17]([N+:18]([O-:20])=[O:19])=[CH:16][N:15]([CH2:21][C:22]4[CH:27]=[CH:26][C:25]([O:28][CH3:29])=[CH:24][CH:23]=4)[N:14]=3)=[N:11][N:10]([CH3:35])[C:9]2=[O:30])=[CH:31][CH:32]=1, predict the reactants needed to synthesize it. The reactants are: [CH3:1][O:2][C:3]1[CH:32]=[CH:31][C:6]([CH2:7][N:8]2[C:12]([C:13]3[C:17]([N+:18]([O-:20])=[O:19])=[CH:16][N:15]([CH2:21][C:22]4[CH:27]=[CH:26][C:25]([O:28][CH3:29])=[CH:24][CH:23]=4)[N:14]=3)=[N:11][NH:10][C:9]2=[O:30])=[CH:5][CH:4]=1.[OH-].[Na+].[CH3:35]I. (4) Given the product [Cl:1][C:2]1[C:3]([O:30][C:31]2[CH:36]=[CH:35][C:34]([C:37]3[CH:38]=[CH:39][C:40]([C:43]([F:45])([F:44])[F:46])=[CH:41][CH:42]=3)=[CH:33][C:32]=2[C:47]2[CH:52]=[CH:51][N:50]=[N:49][CH:48]=2)=[CH:4][C:5]([F:29])=[C:6]([S:8]([NH:11][C:12]2[N:13]=[CH:14][CH:15]=[CH:16][N:17]=2)(=[O:10])=[O:9])[CH:7]=1, predict the reactants needed to synthesize it. The reactants are: [Cl:1][C:2]1[C:3]([O:30][C:31]2[CH:36]=[CH:35][C:34]([C:37]3[CH:42]=[CH:41][C:40]([C:43]([F:46])([F:45])[F:44])=[CH:39][CH:38]=3)=[CH:33][C:32]=2[C:47]2[CH:52]=[CH:51][N:50]=[N:49][CH:48]=2)=[CH:4][C:5]([F:29])=[C:6]([S:8]([N:11](CC2C=CC(OC)=CC=2OC)[C:12]2[N:17]=[CH:16][CH:15]=[CH:14][N:13]=2)(=[O:10])=[O:9])[CH:7]=1.Cl. (5) Given the product [CH3:31][N:32]([CH3:33])[C:26]([C:24]1[CH:23]=[CH:22][C:20]2[N:21]=[C:17]([CH2:16][O:15][C:14]3[CH:29]=[CH:30][C:11]([C:43]45[CH2:42][CH:41]6[CH2:55][CH:54]([CH2:56][CH:39]([CH2:40]6)[CH2:38]4)[CH2:34]5)=[CH:12][CH:13]=3)[NH:18][C:19]=2[CH:25]=1)=[O:28], predict the reactants needed to synthesize it. The reactants are: C12([C:11]3[CH:30]=[CH:29][C:14]([O:15][CH2:16][C:17]4[NH:21][C:20]5[CH:22]=[CH:23][C:24]([C:26]([OH:28])=O)=[CH:25][C:19]=5[N:18]=4)=[CH:13][CH:12]=3)CC3CC(CC(C3)C1)C2.[CH3:31][NH:32][CH3:33].[CH2:34](Cl)CCl.[CH:38]1[CH:39]=[CH:40][C:41]2N(O)N=N[C:42]=2[CH:43]=1.CCN([CH:54]([CH3:56])[CH3:55])C(C)C. (6) Given the product [CH:29]1([CH2:32][CH2:33][O:34][C:6]2[N:7]([C:17]3[CH:22]=[CH:21][C:20]([O:23][CH2:24][C:25]([F:28])([F:27])[F:26])=[CH:19][CH:18]=3)[C:8](=[O:16])[C:9]3[CH2:14][C:13](=[O:15])[NH:12][C:10]=3[N:11]=2)[CH2:31][CH2:30]1, predict the reactants needed to synthesize it. The reactants are: [H-].[Na+].CS([C:6]1[N:7]([C:17]2[CH:22]=[CH:21][C:20]([O:23][CH2:24][C:25]([F:28])([F:27])[F:26])=[CH:19][CH:18]=2)[C:8](=[O:16])[C:9]2[CH2:14][C:13](=[O:15])[NH:12][C:10]=2[N:11]=1)=O.[CH:29]1([CH2:32][CH2:33][OH:34])[CH2:31][CH2:30]1. (7) Given the product [CH:16]1([O:8][C:4]2[CH:5]=[CH:6][CH:7]=[C:2]([I:1])[CH:3]=2)[CH2:19][CH2:18][CH2:17]1, predict the reactants needed to synthesize it. The reactants are: [I:1][C:2]1[CH:3]=[C:4]([OH:8])[CH:5]=[CH:6][CH:7]=1.C([O-])([O-])=O.[Cs+].[Cs+].Br[CH:16]1[CH2:19][CH2:18][CH2:17]1.